Dataset: Full USPTO retrosynthesis dataset with 1.9M reactions from patents (1976-2016). Task: Predict the reactants needed to synthesize the given product. (1) Given the product [CH2:1]([NH:8][C:9]1[N:14]2[N:15]=[CH:16][C:17]([C:18]([NH:40][S:37]([CH3:36])(=[O:39])=[O:38])=[O:20])=[C:13]2[N:12]=[CH:11][C:10]=1[C:21]([N:23]1[CH2:28][CH2:27][CH:26]([C:29]2[CH:34]=[CH:33][C:32]([Cl:35])=[CH:31][CH:30]=2)[CH2:25][CH2:24]1)=[O:22])[C:2]1[CH:3]=[CH:4][CH:5]=[CH:6][CH:7]=1, predict the reactants needed to synthesize it. The reactants are: [CH2:1]([NH:8][C:9]1[N:14]2[N:15]=[CH:16][C:17]([C:18]([OH:20])=O)=[C:13]2[N:12]=[CH:11][C:10]=1[C:21]([N:23]1[CH2:28][CH2:27][CH:26]([C:29]2[CH:34]=[CH:33][C:32]([Cl:35])=[CH:31][CH:30]=2)[CH2:25][CH2:24]1)=[O:22])[C:2]1[CH:7]=[CH:6][CH:5]=[CH:4][CH:3]=1.[CH3:36][S:37]([NH2:40])(=[O:39])=[O:38]. (2) Given the product [OH:1][C@H:2]([C:14]1[CH:19]=[CH:18][CH:17]=[CH:16][CH:15]=1)[CH2:3][NH:4][C:5]([C:7]1[N:8]=[N:9][C:10]([N:23]2[CH2:24][CH2:25][N:20]([C:26](=[O:27])[C:28]3[CH:33]=[CH:32][CH:31]=[CH:30][C:29]=3[C:34]([F:37])([F:35])[F:36])[CH2:21][CH2:22]2)=[CH:11][CH:12]=1)=[O:6], predict the reactants needed to synthesize it. The reactants are: [OH:1][C@H:2]([C:14]1[CH:19]=[CH:18][CH:17]=[CH:16][CH:15]=1)[CH2:3][NH:4][C:5]([C:7]1[N:8]=[N:9][C:10](Cl)=[CH:11][CH:12]=1)=[O:6].[N:20]1([C:26]([C:28]2[CH:33]=[CH:32][CH:31]=[CH:30][C:29]=2[C:34]([F:37])([F:36])[F:35])=[O:27])[CH2:25][CH2:24][NH:23][CH2:22][CH2:21]1.